Dataset: Forward reaction prediction with 1.9M reactions from USPTO patents (1976-2016). Task: Predict the product of the given reaction. (1) Given the reactants [C:1](=O)([O-])[O-].[K+].[K+].[I-].[K+].BrC[C:11]1[CH:18]=[CH:17][C:14]([C:15]#[N:16])=[CH:13][CH:12]=1.[NH:19]1[CH:23]=[N:22][CH:21]=[N:20]1, predict the reaction product. The product is: [NH:19]1[CH:23]=[N:22][C:21]([CH2:1][C:13]2[CH:12]=[CH:11][CH:18]=[CH:17][C:14]=2[C:15]#[N:16])=[N:20]1. (2) Given the reactants [CH2:1]([N:8]([CH2:15][CH2:16][CH:17]=C)[C:9](=[O:14])[C:10]([F:13])([F:12])[F:11])[C:2]1[CH:7]=[CH:6][CH:5]=[CH:4][CH:3]=1.[O:19]=[O+][O-].O=O.CSC, predict the reaction product. The product is: [CH2:1]([N:8]([CH2:15][CH2:16][CH:17]=[O:19])[C:9](=[O:14])[C:10]([F:13])([F:12])[F:11])[C:2]1[CH:7]=[CH:6][CH:5]=[CH:4][CH:3]=1. (3) Given the reactants [N+:1]([C:4]1[CH:5]=[CH:6][C:7]([C:10]2[CH:15]=[CH:14][C:13]([C:16]([F:19])([F:18])[F:17])=[CH:12][CH:11]=2)=[N:8][CH:9]=1)([O-])=O.[H][H], predict the reaction product. The product is: [F:19][C:16]([F:17])([F:18])[C:13]1[CH:12]=[CH:11][C:10]([C:7]2[N:8]=[CH:9][C:4]([NH2:1])=[CH:5][CH:6]=2)=[CH:15][CH:14]=1. (4) Given the reactants [Br:1][C:2]1[N:6]2[CH:7]=[CH:8][CH:9]=[CH:10][C:5]2=[C:4]([C:11]([O:13]C)=O)[N:3]=1.[C:15]12([NH2:25])[CH2:24][CH:19]3[CH2:20][CH:21]([CH2:23][CH:17]([CH2:18]3)[CH2:16]1)[CH2:22]2.C[Al](C)C, predict the reaction product. The product is: [C:15]12([NH:25][C:11]([C:4]3[N:3]=[C:2]([Br:1])[N:6]4[CH:7]=[CH:8][CH:9]=[CH:10][C:5]=34)=[O:13])[CH2:22][CH:21]3[CH2:20][CH:19]([CH2:18][CH:17]([CH2:23]3)[CH2:16]1)[CH2:24]2. (5) Given the reactants C([O:3][C:4](=O)[CH:5]=[C:6]1[CH2:9][CH:8]([C:10]2[CH:15]=[CH:14][CH:13]=[C:12]([C:16]3([C:24]4[CH:29]=[CH:28][C:27]([O:30][CH:31]([F:33])[F:32])=[CH:26][CH:25]=4)[C:20](=[O:21])[N:19]([CH3:22])[C:18]([NH2:23])=[N:17]3)[CH:11]=2)[CH2:7]1)C.[H-].C([Al+]CC(C)C)C(C)C, predict the reaction product. The product is: [NH2:23][C:18]1[N:19]([CH3:22])[C:20](=[O:21])[C:16]([C:24]2[CH:25]=[CH:26][C:27]([O:30][CH:31]([F:33])[F:32])=[CH:28][CH:29]=2)([C:12]2[CH:13]=[CH:14][CH:15]=[C:10]([CH:8]3[CH2:9][C:6](=[CH:5][CH2:4][OH:3])[CH2:7]3)[CH:11]=2)[N:17]=1.